Task: Predict the reaction yield, written as a fraction of the theoretical maximum amount of product (1.0 means a 100% yield; for example, 0.34 means a 34% yield).. Dataset: Reaction yield outcomes from USPTO patents with 853,638 reactions (1) The reactants are [CH3:1][O:2][C:3]1[CH:4]=[CH:5][C:6]([CH:9]=O)=[CH:7][CH:8]=1.[C:11](#[N:15])[CH2:12][C:13]#[N:14].C(N(CC)CC)C.[CH3:23][O:24][C:25]1[CH:30]=[CH:29][C:28]([C:31]2[CH2:35][C:34](=[O:36])[N:33]([C:37]3[CH:42]=[CH:41][CH:40]=[CH:39][CH:38]=3)[N:32]=2)=[CH:27][CH:26]=1. The catalyst is C(O)C. The product is [NH2:14][C:13]1[O:36][C:34]2[N:33]([C:37]3[CH:42]=[CH:41][CH:40]=[CH:39][CH:38]=3)[N:32]=[C:31]([C:28]3[CH:27]=[CH:26][C:25]([O:24][CH3:23])=[CH:30][CH:29]=3)[C:35]=2[CH:9]([C:6]2[CH:7]=[CH:8][C:3]([O:2][CH3:1])=[CH:4][CH:5]=2)[C:12]=1[C:11]#[N:15]. The yield is 0.820. (2) The reactants are Br[C:2]1[CH:11]=[C:10]2[C:5]([C:6]([N:12]3[CH2:17][CH2:16][N:15]([C:18]([O:20][C:21]([CH3:24])([CH3:23])[CH3:22])=[O:19])[CH2:14][CH2:13]3)=[N:7][CH:8]=[N:9]2)=[CH:4][C:3]=1[Cl:25].[CH2:26]([Sn:30]([CH2:48][CH2:49][CH2:50][CH3:51])([CH2:44][CH2:45][CH2:46][CH3:47])[Sn:30]([CH2:44][CH2:45][CH2:46][CH3:47])([CH2:48][CH2:49][CH2:50][CH3:51])[CH2:26][CH2:27][CH2:28][CH3:29])[CH2:27][CH2:28][CH3:29]. The catalyst is C1(C)C=CC=CC=1.C1C=CC([P]([Pd]([P](C2C=CC=CC=2)(C2C=CC=CC=2)C2C=CC=CC=2)([P](C2C=CC=CC=2)(C2C=CC=CC=2)C2C=CC=CC=2)[P](C2C=CC=CC=2)(C2C=CC=CC=2)C2C=CC=CC=2)(C2C=CC=CC=2)C2C=CC=CC=2)=CC=1. The product is [C:21]([O:20][C:18]([N:15]1[CH2:16][CH2:17][N:12]([C:6]2[C:5]3[C:10](=[CH:11][C:2]([Sn:30]([CH2:44][CH2:45][CH2:46][CH3:47])([CH2:48][CH2:49][CH2:50][CH3:51])[CH2:26][CH2:27][CH2:28][CH3:29])=[C:3]([Cl:25])[CH:4]=3)[N:9]=[CH:8][N:7]=2)[CH2:13][CH2:14]1)=[O:19])([CH3:24])([CH3:23])[CH3:22]. The yield is 0.240. (3) The reactants are [C:1](#[N:8])[C:2]1[CH:7]=[CH:6][CH:5]=[CH:4][CH:3]=1.[Br:9][C:10]1[CH:11]=[C:12]([CH:16]=[CH:17][CH:18]=1)[CH2:13][Mg]Br.[H-].[Al+3].[Li+].[H-].[H-].[H-]. No catalyst specified. The product is [Br:9][C:10]1[CH:11]=[C:12]([CH2:13][CH:1]([NH2:8])[C:2]2[CH:7]=[CH:6][CH:5]=[CH:4][CH:3]=2)[CH:16]=[CH:17][CH:18]=1. The yield is 0.310. (4) The reactants are [CH3:1][C:2]([CH3:5])([O-])[CH3:3].[K+].C([C:10]1[CH:18]=[CH:17][CH:16]=C[C:11]=1[C:12]([O-:14])=[O:13])(=O)C.[Na+]. The catalyst is [Br-].C[P+](C1C=CC=CC=1)(C1C=CC=CC=1)C1C=CC=CC=1.O1CCCC1.O1CCCC1.C1COCC1. The product is [CH3:1][C:2]([C:5]1[CH:16]=[CH:17][CH:18]=[CH:10][C:11]=1[C:12]([OH:14])=[O:13])=[CH2:3]. The yield is 0.610. (5) The reactants are [NH:1]1[C:9]2[C:4](=[CH:5][CH:6]=[CH:7][CH:8]=2)[CH:3]=[C:2]1[C:10](O)=[O:11].ON1C(=O)CCC1=O.Cl.C(N=C=NCCCN(C)C)C.C(O)(=O)CC(CC(O)=O)(C(O)=O)O.[BH4-].[Na+]. The catalyst is O1CCCC1.CN(C)C=O. The product is [NH:1]1[C:9]2[C:4](=[CH:5][CH:6]=[CH:7][CH:8]=2)[CH:3]=[C:2]1[CH2:10][OH:11]. The yield is 0.560.